This data is from Full USPTO retrosynthesis dataset with 1.9M reactions from patents (1976-2016). The task is: Predict the reactants needed to synthesize the given product. (1) Given the product [S:20]1[C:24]2[CH:25]=[CH:26][CH:27]=[CH:28][C:23]=2[CH:22]=[C:21]1[C:2]1[CH:10]=[CH:9][C:8]([N+:11]([O-:13])=[O:12])=[CH:7][C:3]=1[C:4]([NH2:6])=[O:5], predict the reactants needed to synthesize it. The reactants are: I[C:2]1[CH:10]=[CH:9][C:8]([N+:11]([O-:13])=[O:12])=[CH:7][C:3]=1[C:4]([NH2:6])=[O:5].C(=O)([O-])[O-].[Na+].[Na+].[S:20]1[C:24]2[CH:25]=[CH:26][CH:27]=[CH:28][C:23]=2[CH:22]=[C:21]1B(O)O. (2) The reactants are: C[O:2][C:3]([C:5]1[C:14]([NH:15][C:16]2[CH:21]=[CH:20][C:19]([I:22])=[CH:18][C:17]=2[CH3:23])=[C:13]([F:24])[C:8]2[N:9]=[CH:10][N:11]([CH3:12])[C:7]=2[CH:6]=1)=[O:4].C1COCC1.[OH-].[Na+].Cl. Given the product [F:24][C:13]1[C:8]2[N:9]=[CH:10][N:11]([CH3:12])[C:7]=2[CH:6]=[C:5]([C:3]([OH:4])=[O:2])[C:14]=1[NH:15][C:16]1[CH:21]=[CH:20][C:19]([I:22])=[CH:18][C:17]=1[CH3:23], predict the reactants needed to synthesize it.